From a dataset of Full USPTO retrosynthesis dataset with 1.9M reactions from patents (1976-2016). Predict the reactants needed to synthesize the given product. (1) The reactants are: I[CH:2]([CH3:4])[CH3:3].C(=O)([O-])[O-].[K+].[K+].C(=O)([O-])[O-].[Cs+].[Cs+].[OH:17][C:18]1[CH:25]=[CH:24][C:23]([N+:26]([O-:28])=[O:27])=[CH:22][C:19]=1[CH:20]=[O:21]. Given the product [CH:2]([O:17][C:18]1[CH:25]=[CH:24][C:23]([N+:26]([O-:28])=[O:27])=[CH:22][C:19]=1[CH:20]=[O:21])([CH3:4])[CH3:3], predict the reactants needed to synthesize it. (2) Given the product [CH3:26][N:11]1[C:10]2=[CH:9][N:8]([CH2:7][CH2:6][CH2:5][C:4]([OH:27])=[O:3])[C:16]([C:17]3[CH:22]=[CH:21][CH:20]=[CH:19][CH:18]=3)=[C:15]2[C:14](=[O:23])[N:13]([CH3:24])[C:12]1=[O:25], predict the reactants needed to synthesize it. The reactants are: C([O:3][C:4](=[O:27])[CH2:5][CH2:6][CH2:7][N:8]1[C:16]([C:17]2[CH:22]=[CH:21][CH:20]=[CH:19][CH:18]=2)=[C:15]2[C:10]([N:11]([CH3:26])[C:12](=[O:25])[N:13]([CH3:24])[C:14]2=[O:23])=[CH:9]1)C.O.[OH-].[Li+]. (3) Given the product [NH2:23][C:24]1[C:29]([C:30]#[N:31])=[C:28]([NH:14][C@H:12]([C:10]2[N:9]([C:15]3[CH:20]=[CH:19][CH:18]=[CH:17][N:16]=3)[C:8]3[C:21]([CH3:22])=[C:4]([F:3])[CH:5]=[CH:6][C:7]=3[N:11]=2)[CH3:13])[N:27]=[CH:26][N:25]=1, predict the reactants needed to synthesize it. The reactants are: Cl.Cl.[F:3][C:4]1[CH:5]=[CH:6][C:7]2[N:11]=[C:10]([C@@H:12]([NH2:14])[CH3:13])[N:9]([C:15]3[CH:20]=[CH:19][CH:18]=[CH:17][N:16]=3)[C:8]=2[C:21]=1[CH3:22].[NH2:23][C:24]1[C:29]([C:30]#[N:31])=[C:28](Cl)[N:27]=[CH:26][N:25]=1.CCN(C(C)C)C(C)C. (4) Given the product [CH3:1][C:2]1([CH3:9])[O:10][CH:6]([CH2:8][OH:7])[CH2:5][O:4][CH2:3]1, predict the reactants needed to synthesize it. The reactants are: [CH3:1][C:2]([OH:10])([CH3:9])[CH2:3][O:4][CH2:5][CH:6]1[CH2:8][O:7]1.CC1(C)C2(CS(O)(=O)=O)C(CC1CC2)=O.C([O-])(O)=O.[Na+]. (5) Given the product [Cl:1][C:2]1[CH:3]=[CH:4][C:5]2[O:10][CH:9]([C:11]3[CH:16]=[CH:15][CH:14]=[CH:13][CH:12]=3)[CH2:8][NH:7][C:6]=2[CH:18]=1, predict the reactants needed to synthesize it. The reactants are: [Cl:1][C:2]1[CH:3]=[CH:4][C:5]2[O:10][CH:9]([C:11]3[CH:16]=[CH:15][CH:14]=[CH:13][CH:12]=3)[C:8](=O)[NH:7][C:6]=2[CH:18]=1.[H-].[Al+3].[Li+].[H-].[H-].[H-].[OH-].[Na+].S([O-])([O-])(=O)=O.[Mg+2]. (6) Given the product [N:1]1([C:7]2[N:8]=[CH:9][C:10]([NH2:14])=[C:11]([NH2:13])[CH:12]=2)[CH2:6][CH2:5][CH2:3][CH2:2]1, predict the reactants needed to synthesize it. The reactants are: [N:1]1([C:7]2[CH:12]=[C:11]([NH2:13])[C:10]([N+:14]([O-])=O)=[CH:9][N:8]=2)[CH2:6][CH2:5]O[CH2:3][CH2:2]1.N1CCCC1.